From a dataset of Catalyst prediction with 721,799 reactions and 888 catalyst types from USPTO. Predict which catalyst facilitates the given reaction. (1) Reactant: [CH2:1]([O:3][C:4]1[C:8]([CH2:9][CH2:10][CH2:11][OH:12])=[CH:7][N:6]([C:13]2[CH:18]=[CH:17][C:16]([C:19]([F:22])([F:21])[F:20])=[CH:15][N:14]=2)[N:5]=1)[CH3:2].[CH2:23]([O:25][C:26]1[CH:31]=[C:30](O)[CH:29]=[CH:28][C:27]=1[CH2:33][CH2:34][C:35]([O:37]CC)=[O:36])[CH3:24].C(P(CCCC)CCCC)CCC.N(C(N1CCCCC1)=O)=NC(N1CCCCC1)=O. Product: [CH2:23]([O:25][C:26]1[CH:31]=[C:30]([O:12][CH2:11][CH2:10][CH2:9][C:8]2[C:4]([O:3][CH2:1][CH3:2])=[N:5][N:6]([C:13]3[CH:18]=[CH:17][C:16]([C:19]([F:21])([F:20])[F:22])=[CH:15][N:14]=3)[CH:7]=2)[CH:29]=[CH:28][C:27]=1[CH2:33][CH2:34][C:35]([OH:37])=[O:36])[CH3:24]. The catalyst class is: 7. (2) Product: [F:23][C:24]1[CH:25]=[C:26]([CH:30]=[CH:31][C:32]=1[O:33][CH2:34][CH2:35][N:36]1[CH2:41][CH2:40][CH2:39][CH2:38][CH2:37]1)[CH2:27][NH:19][C:14]1[CH:15]=[CH:16][CH:17]=[CH:18][C:13]=1[CH:8]1[CH2:7][CH2:6][C:5]2[C:10](=[CH:11][CH:12]=[C:3]([O:2][CH3:1])[CH:4]=2)[CH2:9]1. The catalyst class is: 4. Reactant: [CH3:1][O:2][C:3]1[CH:4]=[C:5]2[C:10](=[CH:11][CH:12]=1)[CH2:9][CH:8]([C:13]1[CH:18]=[CH:17][CH:16]=[CH:15][C:14]=1[NH2:19])[CH2:7][CH2:6]2.[OH-].[Na+].Cl.[F:23][C:24]1[CH:25]=[C:26]([CH:30]=[CH:31][C:32]=1[O:33][CH2:34][CH2:35][N:36]1[CH2:41][CH2:40][CH2:39][CH2:38][CH2:37]1)[C:27](Cl)=O. (3) The catalyst class is: 67. Reactant: [F:1][C:2]1[CH:7]=[CH:6][C:5]([C@H:8]([NH:10][C:11]([NH:13][C:14]2[N:19]=[CH:18][C:17]3[C:20]([NH:42][CH3:43])=[N:21][N:22](C(C4C=CC=CC=4)(C4C=CC=CC=4)C4C=CC=CC=4)[C:16]=3[CH:15]=2)=[O:12])[CH3:9])=[CH:4][CH:3]=1.C([SiH](CC)CC)C. Product: [F:1][C:2]1[CH:7]=[CH:6][C:5]([C@H:8]([NH:10][C:11]([NH:13][C:14]2[N:19]=[CH:18][C:17]3[C:20]([NH:42][CH3:43])=[N:21][NH:22][C:16]=3[CH:15]=2)=[O:12])[CH3:9])=[CH:4][CH:3]=1. (4) Reactant: [CH3:1][C:2]1(C(OC)=O)[CH2:8][CH2:7][CH2:6][C:5]2[CH:9]=[CH:10][CH:11]=[CH:12][C:4]=2[C:3]1=[O:13].Cl. Product: [CH3:1][CH:2]1[CH2:8][CH2:7][CH2:6][C:5]2[CH:9]=[CH:10][CH:11]=[CH:12][C:4]=2[C:3]1=[O:13]. The catalyst class is: 15. (5) Reactant: [Cl:1][C:2]1[CH:7]=[C:6]([N+:8]([O-:10])=[O:9])[CH:5]=[C:4]([Cl:11])[C:3]=1[N:12]1[CH:21]=[C:15]2[CH:16]=[N:17][CH:18]=[C:19]([F:20])[C:14]2=[N:13]1.ClC1C=CC=C(C(OO)=[O:30])C=1.S([O-])([O-])(=O)=O.[Na+].[Na+]. Product: [Cl:1][C:2]1[CH:7]=[C:6]([N+:8]([O-:10])=[O:9])[CH:5]=[C:4]([Cl:11])[C:3]=1[N:12]1[CH:21]=[C:15]2[CH:16]=[N+:17]([O-:30])[CH:18]=[C:19]([F:20])[C:14]2=[N:13]1. The catalyst class is: 2.